This data is from Catalyst prediction with 721,799 reactions and 888 catalyst types from USPTO. The task is: Predict which catalyst facilitates the given reaction. Reactant: [O:1]1[CH2:6][CH2:5][CH:4]([NH2:7])[CH2:3][CH2:2]1.[C:8]([O:12][C:13]([NH:15][C@@H:16]([CH3:29])[C:17]([NH:19][N:20]1[CH:24]=[CH:23][CH:22]=[C:21]1[C:25](OC)=[O:26])=[O:18])=[O:14])([CH3:11])([CH3:10])[CH3:9].C[Al](C)C.C(C(C(C([O-])=O)O)O)([O-])=O.[Na+].[Na+]. Product: [O:18]=[C:17]([NH:19][N:20]1[CH:24]=[CH:23][CH:22]=[C:21]1[C:25](=[O:26])[NH:7][CH:4]1[CH2:5][CH2:6][O:1][CH2:2][CH2:3]1)[C@@H:16]([NH:15][C:13](=[O:14])[O:12][C:8]([CH3:11])([CH3:10])[CH3:9])[CH3:29]. The catalyst class is: 93.